From a dataset of Forward reaction prediction with 1.9M reactions from USPTO patents (1976-2016). Predict the product of the given reaction. (1) Given the reactants NC1C2C=CN(C(OCC3C=CC=CC=3)=O)C=2C=CN=1.C(Cl)(=O)CC.[NH:26]1[C:34]2[CH:33]=[CH:32][N:31]=[C:30]([NH:35][C:36]([CH:38]3C[CH2:39]3)=[O:37])[C:29]=2[CH:28]=[CH:27]1, predict the reaction product. The product is: [NH:26]1[C:34]2[CH:33]=[CH:32][N:31]=[C:30]([NH:35][C:36](=[O:37])[CH2:38][CH3:39])[C:29]=2[CH:28]=[CH:27]1. (2) Given the reactants [CH3:1][C:2]([S@:5]([NH2:7])=[O:6])([CH3:4])[CH3:3].[CH:8](=O)[CH3:9].[O-]S([O-])(=O)=O.[Mg+2], predict the reaction product. The product is: [CH:8](=[N:7]/[S@@:5]([C:2]([CH3:4])([CH3:3])[CH3:1])=[O:6])\[CH3:9]. (3) Given the reactants Cl.[N:2]1([CH2:9][CH2:10][O:11][C:12]2[CH:20]=[CH:19][C:15]([C:16](O)=O)=[CH:14][N:13]=2)[CH2:8][CH2:7][CH2:6][CH2:5][CH2:4][CH2:3]1.COC1C=CC(C2CCC3C(=CC=C(OC)C=3)C2)=[C:27]([NH2:29])C=1.N1(CCOC2N=CC(CN[C:60]3[CH:65]=[C:64]([O:66][CH3:67])[CH:63]=[CH:62][C:61]=3[CH:68]3[CH2:77][CH2:76][C:75]4[C:70](=[CH:71][CH:72]=[C:73]([O:78][CH3:79])[CH:74]=4)[CH2:69]3)=CC=2)CCCCCC1, predict the reaction product. The product is: [N:2]1([CH2:9][CH2:10][O:11][C:12]2[N:13]=[CH:14][C:15]([CH2:16][NH:29][CH2:27][C:60]3[CH:65]=[C:64]([O:66][CH3:67])[CH:63]=[CH:62][C:61]=3[CH:68]3[CH2:69][CH2:70][C:71]4[C:76](=[CH:75][CH:74]=[C:73]([O:78][CH3:79])[CH:72]=4)[CH2:77]3)=[CH:19][CH:20]=2)[CH2:8][CH2:7][CH2:6][CH2:5][CH2:4][CH2:3]1. (4) Given the reactants [CH2:1]([O:3][C:4]([C:6]1[CH:7]=[CH:8][C:9]([O:24][CH2:25][O:26][CH3:27])=[C:10]([C:12]2[N:13]([C:17]([O:19][C:20]([CH3:23])([CH3:22])[CH3:21])=[O:18])[CH:14]=[CH:15][CH:16]=2)[CH:11]=1)=[O:5])[CH3:2].[H][H], predict the reaction product. The product is: [CH2:1]([O:3][C:4]([C:6]1[CH:7]=[CH:8][C:9]([O:24][CH2:25][O:26][CH3:27])=[C:10]([CH:12]2[CH2:16][CH2:15][CH2:14][N:13]2[C:17]([O:19][C:20]([CH3:23])([CH3:22])[CH3:21])=[O:18])[CH:11]=1)=[O:5])[CH3:2].